Dataset: HIV replication inhibition screening data with 41,000+ compounds from the AIDS Antiviral Screen. Task: Binary Classification. Given a drug SMILES string, predict its activity (active/inactive) in a high-throughput screening assay against a specified biological target. (1) The molecule is O=c1c2ccccc2nnn1N1CCOCC1. The result is 0 (inactive). (2) The compound is NCCSC=CC(=O)O. The result is 0 (inactive). (3) The result is 0 (inactive). The compound is CCOC(=O)c1nc2ccc(C(F)(F)F)cc2nc1NCc1ccc(F)cc1. (4) The molecule is CC1=NOC(=O)C1=Cc1cccc2ccccc12. The result is 0 (inactive). (5) The result is 0 (inactive). The drug is c1ccc2nc([Se][Se]c3ccc4ccccc4n3)ccc2c1. (6) The compound is c1ccc(N2N=NC3C4CCC(C4)C32)cc1. The result is 0 (inactive). (7) The compound is COc1ccc(N=C2C(=S)N(c3ccc(OC)cc3)C(=NS(=O)(=O)c3ccccc3)N2c2ccccc2)cc1. The result is 0 (inactive). (8) The drug is CC1(O)c2ccccc2CCc2ccccc21. The result is 0 (inactive). (9) The compound is CCN1CCCCC(=NO)C(=NO)CCCC1. The result is 0 (inactive). (10) The drug is COc1nc2c(c(=O)n1C)NC1C(N2)OCC(OC(C)=O)C1OC(C)=O. The result is 0 (inactive).